This data is from Full USPTO retrosynthesis dataset with 1.9M reactions from patents (1976-2016). The task is: Predict the reactants needed to synthesize the given product. (1) Given the product [CH:33]1([CH2:32][S:29]([C:26]2[CH:27]=[CH:28][C:20]([N:36]3[CH2:41][CH2:40][O:39][CH2:38][CH2:37]3)=[C:21]([CH:25]=2)[C:22]([OH:24])=[O:23])(=[O:31])=[O:30])[CH2:35][CH2:34]1, predict the reactants needed to synthesize it. The reactants are: CS(C1C=CC(N2CCCC2)=C(C=1)C(O)=O)(=O)=O.Cl[C:20]1[CH:28]=[CH:27][C:26]([S:29]([CH2:32][CH:33]2[CH2:35][CH2:34]2)(=[O:31])=[O:30])=[CH:25][C:21]=1[C:22]([OH:24])=[O:23].[NH:36]1[CH2:41][CH2:40][O:39][CH2:38][CH2:37]1. (2) Given the product [O:3]1[CH:7]=[CH:6][CH:5]=[C:4]1[C:8]1[O:9][C:12]([SH:13])=[N:11][N:10]=1, predict the reactants needed to synthesize it. The reactants are: [OH-].[K+].[O:3]1[CH:7]=[CH:6][CH:5]=[C:4]1[C:8]([NH:10][NH2:11])=[O:9].[C:12](=S)=[S:13]. (3) Given the product [NH2:1][C:2]1[N:7]=[C:6]([NH:8][CH2:9][CH2:10][C:11]2[CH:16]=[CH:15][C:14]([S:17]([NH2:20])(=[O:19])=[O:18])=[CH:13][CH:12]=2)[CH:5]=[C:4]([C:26]2[CH:27]=[CH:28][CH:29]=[C:24]([C:22]#[N:23])[C:25]=2[CH3:33])[N:3]=1, predict the reactants needed to synthesize it. The reactants are: [NH2:1][C:2]1[N:7]=[C:6]([NH:8][CH2:9][CH2:10][C:11]2[CH:16]=[CH:15][C:14]([S:17]([NH2:20])(=[O:19])=[O:18])=[CH:13][CH:12]=2)[CH:5]=[C:4](Cl)[N:3]=1.[C:22]([C:24]1[C:25]([CH3:33])=[C:26](B(O)O)[CH:27]=[CH:28][CH:29]=1)#[N:23]. (4) Given the product [CH3:24][CH:23]([CH3:25])[CH2:22][CH:17]([O:15][CH:10]([C:7]1[CH:8]=[CH:9][CH:4]=[CH:5][CH:6]=1)[C:11]([F:14])([F:13])[F:12])[C:18]([O:20][CH3:21])=[O:19], predict the reactants needed to synthesize it. The reactants are: [H-].[Na+].Br[C:4]1[CH:9]=[CH:8][C:7]([CH:10]([OH:15])[C:11]([F:14])([F:13])[F:12])=[CH:6][CH:5]=1.Br[CH:17]([CH2:22][CH:23]([CH3:25])[CH3:24])[C:18]([O:20][CH3:21])=[O:19].Cl. (5) The reactants are: [CH3:1][C:2]([CH3:31])([CH3:30])[C:3]#[C:4][C:5]1[CH:18]=[CH:17][C:16]2[O:15][C:14]3[C:9](=[CH:10][C:11]([C:19]4[CH:20]=[N:21][CH:22]=[N:23][CH:24]=4)=[CH:12][CH:13]=3)[C:8]3([CH2:28][O:27][C:26]([NH2:29])=[N:25]3)[C:7]=2[CH:6]=1.C(=O)=O. Given the product [CH3:1][C:2]([CH3:31])([CH3:30])[C:3]#[C:4][C:5]1[CH:18]=[CH:17][C:16]2[O:15][C:14]3[C:9](=[CH:10][C:11]([C:19]4[CH:20]=[N:21][CH:22]=[N:23][CH:24]=4)=[CH:12][CH:13]=3)[C@:8]3([CH2:28][O:27][C:26]([NH2:29])=[N:25]3)[C:7]=2[CH:6]=1, predict the reactants needed to synthesize it. (6) Given the product [Br:1][C:2]1[CH:3]=[C:4]2[C:9](=[CH:10][CH:11]=1)[N:8]=[CH:7][CH:6]=[C:5]2[Cl:15], predict the reactants needed to synthesize it. The reactants are: [Br:1][C:2]1[CH:3]=[C:4]2[C:9](=[CH:10][CH:11]=1)[N:8]=[CH:7][CH:6]=[C:5]2O.P(Cl)(Cl)([Cl:15])=O. (7) Given the product [CH2:22]([O:1][C:2]1[CH:3]=[C:4]2[C:9](=[CH:10][C:11]=1[OH:12])[C:8](=[O:13])[CH:7]([CH3:15])[CH:6]([CH3:16])[CH2:5]2)[C:23]1[CH:28]=[CH:27][CH:26]=[CH:25][CH:24]=1, predict the reactants needed to synthesize it. The reactants are: [OH:1][C:2]1[CH:3]=[C:4]2[C:9](=[CH:10][C:11]=1[OH:12])[C:8](=[O:13])[C:7]([CH3:15])(C)[CH2:6][CH2:5]2.[C:16](=O)([O-])[O-].[K+].[K+].[CH2:22](Br)[C:23]1[CH:28]=[CH:27][CH:26]=[CH:25][CH:24]=1. (8) Given the product [Br:1][C:2]1[CH:3]=[C:4]([CH:21]=[C:22]([C:24]([F:27])([F:25])[F:26])[CH:23]=1)[C:5]([N:7]([CH2:9][C@H:10]([C:14]1[CH:15]=[CH:16][C:17]([F:20])=[CH:18][CH:19]=1)[CH2:11][CH2:12][N:28]1[CH2:29][CH:30]([N:32]2[CH2:37][CH2:36][O:35][CH2:34][C@H:33]2[CH2:38][CH2:39][OH:40])[CH2:31]1)[CH3:8])=[O:6], predict the reactants needed to synthesize it. The reactants are: [Br:1][C:2]1[CH:3]=[C:4]([CH:21]=[C:22]([C:24]([F:27])([F:26])[F:25])[CH:23]=1)[C:5]([N:7]([CH2:9][C@H:10]([C:14]1[CH:19]=[CH:18][C:17]([F:20])=[CH:16][CH:15]=1)[CH2:11][CH:12]=O)[CH3:8])=[O:6].[NH:28]1[CH2:31][CH:30]([N:32]2[CH2:37][CH2:36][O:35][CH2:34][C@H:33]2[CH2:38][CH2:39][OH:40])[CH2:29]1.C(N(CC)CC)C.C([BH3-])#N.[Na+].